From a dataset of Catalyst prediction with 721,799 reactions and 888 catalyst types from USPTO. Predict which catalyst facilitates the given reaction. (1) Reactant: [Cl:1][C:2]1[CH:3]=[C:4]([C@@H:12]([CH2:33][CH:34]2[CH2:38][CH2:37][CH2:36][CH2:35]2)[C:13]([NH:15][C:16]2[CH:20]=[CH:19][N:18]([CH2:21][C:22]([CH3:32])([O:24][Si](CC)(CC)CC)[CH3:23])[N:17]=2)=[O:14])[CH:5]=[CH:6][C:7]=1[S:8]([CH3:11])(=[O:10])=[O:9].O1CCCC1.C(O)(=O)C. Product: [Cl:1][C:2]1[CH:3]=[C:4]([C@@H:12]([CH2:33][CH:34]2[CH2:35][CH2:36][CH2:37][CH2:38]2)[C:13]([NH:15][C:16]2[CH:20]=[CH:19][N:18]([CH2:21][C:22]([OH:24])([CH3:32])[CH3:23])[N:17]=2)=[O:14])[CH:5]=[CH:6][C:7]=1[S:8]([CH3:11])(=[O:9])=[O:10]. The catalyst class is: 6. (2) Reactant: [O:1]1[C:5]2([CH2:10][CH2:9][NH:8][CH2:7][CH2:6]2)[O:4][CH2:3][CH2:2]1.[Cl:11][C:12]1[CH:17]=[C:16](F)[CH:15]=[CH:14][N:13]=1.C(N(CC)C(C)C)(C)C. Product: [Cl:11][C:12]1[CH:17]=[C:16]([N:8]2[CH2:9][CH2:10][C:5]3([O:4][CH2:3][CH2:2][O:1]3)[CH2:6][CH2:7]2)[CH:15]=[CH:14][N:13]=1. The catalyst class is: 12. (3) The catalyst class is: 3. Product: [C:11]1([C:20]2[CH:21]=[CH:22][CH:23]=[CH:24][CH:25]=2)[CH:12]=[CH:13][C:14]([C:17]([N:9]2[CH2:10][CH:7]([C:4]3[CH:5]=[CH:6][N:1]=[CH:2][CH:3]=3)[CH2:8]2)=[O:18])=[CH:15][CH:16]=1. Reactant: [N:1]1[CH:6]=[CH:5][C:4]([CH:7]2[CH2:10][NH:9][CH2:8]2)=[CH:3][CH:2]=1.[C:11]1([C:20]2[CH:25]=[CH:24][CH:23]=[CH:22][CH:21]=2)[CH:16]=[CH:15][C:14]([C:17](O)=[O:18])=[CH:13][CH:12]=1.CN(C(ON1N=NC2C=CC=CC1=2)=[N+](C)C)C.F[P-](F)(F)(F)(F)F.CCN(C(C)C)C(C)C. (4) The catalyst class is: 57. Product: [CH:1]([O:4][P:5]([C:11]([P:21](=[O:30])([O:26][CH:27]([CH3:29])[CH3:28])[O:22][CH:23]([CH3:25])[CH3:24])([F:20])[CH2:12][C:13]1[CH:14]=[N:15][CH:16]=[C:17]([C:36]2[C:32]([CH3:31])=[N:33][O:34][C:35]=2[CH3:40])[CH:18]=1)(=[O:10])[O:6][CH:7]([CH3:9])[CH3:8])([CH3:3])[CH3:2]. Reactant: [CH:1]([O:4][P:5]([C:11]([P:21](=[O:30])([O:26][CH:27]([CH3:29])[CH3:28])[O:22][CH:23]([CH3:25])[CH3:24])([F:20])[CH2:12][C:13]1[CH:14]=[N:15][CH:16]=[C:17](Br)[CH:18]=1)(=[O:10])[O:6][CH:7]([CH3:9])[CH3:8])([CH3:3])[CH3:2].[CH3:31][C:32]1[C:36](B(O)O)=[C:35]([CH3:40])[O:34][N:33]=1.C(=O)([O-])[O-].[K+].[K+]. (5) Reactant: [C:1]1([C:7](=O)[CH2:8][C:9]([O:11]CCC#N)=[O:10])[CH:6]=[CH:5][CH:4]=[CH:3][CH:2]=1.[N+:17]([C:20]1[CH:27]=[CH:26][C:23]([CH:24]=O)=[CH:22][CH:21]=1)([O-:19])=[O:18].[NH2:28]/[C:29](/[CH3:35])=[CH:30]\[C:31]([O:33][CH3:34])=[O:32]. Product: [CH3:34][O:33][C:31]([C:30]1[CH:24]([C:23]2[CH:26]=[CH:27][C:20]([N+:17]([O-:19])=[O:18])=[CH:21][CH:22]=2)[C:8]([C:9]([OH:11])=[O:10])=[C:7]([C:1]2[CH:2]=[CH:3][CH:4]=[CH:5][CH:6]=2)[NH:28][C:29]=1[CH3:35])=[O:32]. The catalyst class is: 32. (6) Reactant: C([O:8][CH2:9][CH2:10][PH:11](=[O:22])[CH2:12][CH2:13][O:14]CC1C=CC=CC=1)C1C=CC=CC=1.C(Cl)(Cl)(Cl)Cl.[N:28]1[CH:33]=[CH:32][CH:31]=[CH:30][C:29]=1[S:34][S:35][CH2:36][CH2:37][CH2:38][NH2:39].[OH-].[Na+]. Product: [OH:14][CH2:13][CH2:12][P:11]([CH2:10][CH2:9][OH:8])(=[O:22])[NH:39][CH2:38][CH2:37][CH2:36][S:35][S:34][C:29]1[CH:30]=[CH:31][CH:32]=[CH:33][N:28]=1. The catalyst class is: 123. (7) Reactant: [CH3:1][C:2]([CH3:36])([CH3:35])[CH2:3][CH2:4][C@:5]1([CH3:34])[C:14]2[C:9](=[CH:10][CH:11]=[CH:12][CH:13]=2)[C:8]([OH:15])=[C:7]([C:16]2[NH:21][C:20]3[S:22][CH:23]=[C:24]([CH2:25][NH:26][S:27]([CH3:30])(=[O:29])=[O:28])[C:19]=3[S:18](=[O:32])(=[O:31])[N:17]=2)[C:6]1=[O:33].[H-].[Na+].[CH3:39]I.Cl. Product: [CH3:1][C:2]([CH3:36])([CH3:35])[CH2:3][CH2:4][C@:5]1([CH3:34])[C:14]2[C:9](=[CH:10][CH:11]=[CH:12][CH:13]=2)[C:8]([OH:15])=[C:7]([C:16]2[NH:21][C:20]3[S:22][CH:23]=[C:24]([CH2:25][N:26]([CH3:39])[S:27]([CH3:30])(=[O:29])=[O:28])[C:19]=3[S:18](=[O:32])(=[O:31])[N:17]=2)[C:6]1=[O:33]. The catalyst class is: 255. (8) Reactant: [F-].[CH2:2]([N+](CCCC)(CCCC)CCCC)CCC.C1C2C(C[O:33][C:34](=O)[NH:35][CH2:36][CH:37]([O:47][Si](C(C)(C)C)(C)C)[C:38]([NH:40][C:41]3[S:42][CH:43]=[C:44]([CH3:46])[N:45]=3)=[O:39])C3C(=CC=CC=3)C=2C=CC=1.CCN(C(C)C)C(C)C.C(Cl)(=O)C. Product: [C:34]([NH:35][CH2:36][CH:37]([OH:47])[C:38]([NH:40][C:41]1[S:42][CH:43]=[C:44]([CH3:46])[N:45]=1)=[O:39])(=[O:33])[CH3:2]. The catalyst class is: 20.